This data is from Full USPTO retrosynthesis dataset with 1.9M reactions from patents (1976-2016). The task is: Predict the reactants needed to synthesize the given product. (1) Given the product [CH3:1][O:2][C:3](=[O:17])/[CH:4]=[CH:5]/[C:6]1[CH:11]=[CH:10][C:9]([CH:12]2[CH2:16][CH2:15][CH2:14][N:13]2[CH2:20][CH2:19][C:18]#[CH:23])=[CH:8][CH:7]=1, predict the reactants needed to synthesize it. The reactants are: [CH3:1][O:2][C:3](=[O:17])/[CH:4]=[CH:5]/[C:6]1[CH:11]=[CH:10][C:9]([CH:12]2[CH2:16][CH2:15][CH2:14][NH:13]2)=[CH:8][CH:7]=1.[C:18]1(C)[CH:23]=CC(S(OCCC#C)(=O)=O)=[CH:20][CH:19]=1.C(=O)([O-])[O-].[K+].[K+]. (2) Given the product [F:12][C:13]1[CH:14]=[C:15]([C:16]2[NH:1][C:2]3=[N:3][CH:4]=[C:5]([N+:9]([O-:11])=[O:10])[CH:6]=[C:7]3[N:8]=2)[CH:18]=[CH:19][C:20]=1[F:21], predict the reactants needed to synthesize it. The reactants are: [NH2:1][C:2]1[C:7]([NH2:8])=[CH:6][C:5]([N+:9]([O-:11])=[O:10])=[CH:4][N:3]=1.[F:12][C:13]1[CH:14]=[C:15]([CH:18]=[CH:19][C:20]=1[F:21])[CH:16]=O.